From a dataset of Full USPTO retrosynthesis dataset with 1.9M reactions from patents (1976-2016). Predict the reactants needed to synthesize the given product. (1) Given the product [F:1][C:2]1[CH:3]=[C:4]([S:12]([NH:22][C:20]2[N:19]([C:23]3[CH:32]=[CH:31][CH:30]=[C:29]4[C:24]=3[CH:25]=[CH:26][CH:27]=[N:28]4)[N:18]=[C:17]([CH3:16])[CH:21]=2)(=[O:14])=[O:13])[CH:5]=[CH:6][C:7]=1[O:8][CH:9]([CH3:11])[CH3:10], predict the reactants needed to synthesize it. The reactants are: [F:1][C:2]1[CH:3]=[C:4]([S:12](Cl)(=[O:14])=[O:13])[CH:5]=[CH:6][C:7]=1[O:8][CH:9]([CH3:11])[CH3:10].[CH3:16][C:17]1[CH:21]=[C:20]([NH2:22])[N:19]([C:23]2[CH:32]=[CH:31][CH:30]=[C:29]3[C:24]=2[CH:25]=[CH:26][CH:27]=[N:28]3)[N:18]=1. (2) Given the product [Cl:55][C:56]1[CH:61]=[CH:60][C:59]([C:5]2([OH:8])[CH2:6][CH2:7][C:2]([CH3:1])([CH3:21])[CH2:3]/[C:4]/2=[CH:9]\[O:10][Si:11]([CH:15]([CH3:17])[CH3:16])([CH:12]([CH3:14])[CH3:13])[CH:18]([CH3:20])[CH3:19])=[CH:58][CH:57]=1.[Cl:55][C:56]1[CH:61]=[CH:60][C:59]([C:26]2([OH:29])[CH2:27][CH2:28][C:23]([CH3:36])([CH3:22])[CH2:24]/[C:25]/2=[CH:30]\[O:31][Si:32]([CH3:34])([CH3:33])[CH3:35])=[CH:58][CH:57]=1.[Si:37]([O:44]/[CH:45]=[C:46]1/[C:47]([C:59]2[CH:60]=[CH:61][C:56]([Cl:55])=[CH:57][CH:58]=2)([OH:54])[CH2:48][CH2:49][C:50]([CH3:53])([CH3:52])[CH2:51]/1)([C:40]([CH3:43])([CH3:42])[CH3:41])([CH3:39])[CH3:38], predict the reactants needed to synthesize it. The reactants are: [CH3:1][C:2]1([CH3:21])[CH2:7][CH2:6][C:5](=[O:8])/[C:4](=[CH:9]/[O:10][Si:11]([CH:18]([CH3:20])[CH3:19])([CH:15]([CH3:17])[CH3:16])[CH:12]([CH3:14])[CH3:13])/[CH2:3]1.[CH3:22][C:23]1([CH3:36])[CH2:28][CH2:27][C:26](=[O:29])/[C:25](=[CH:30]/[O:31][Si:32]([CH3:35])([CH3:34])[CH3:33])/[CH2:24]1.[Si:37]([O:44]/[CH:45]=[C:46]1/[C:47](=[O:54])[CH2:48][CH2:49][C:50]([CH3:53])([CH3:52])[CH2:51]/1)([C:40]([CH3:43])([CH3:42])[CH3:41])([CH3:39])[CH3:38].[Cl:55][C:56]1[CH:61]=[CH:60][C:59]([Mg]Br)=[CH:58][CH:57]=1. (3) Given the product [C:22]1([CH2:21][C@H:2]([NH:1][CH2:35][C:32]2[S:28][CH:29]=[N:30][CH:31]=2)[C:3]([NH:5][C:6]2[CH:7]=[C:8]([CH:12]=[C:13]([C:15]3[CH:20]=[CH:19][N:18]=[CH:17][CH:16]=3)[CH:14]=2)[C:9]([OH:11])=[O:10])=[O:4])[CH:23]=[CH:24][CH:25]=[CH:26][CH:27]=1, predict the reactants needed to synthesize it. The reactants are: [NH2:1][C@@H:2]([CH2:21][C:22]1[CH:27]=[CH:26][CH:25]=[CH:24][CH:23]=1)[C:3]([NH:5][C:6]1[CH:7]=[C:8]([CH:12]=[C:13]([C:15]2[CH:20]=[CH:19][N:18]=[CH:17][CH:16]=2)[CH:14]=1)[C:9]([OH:11])=[O:10])=[O:4].[S:28]1[CH:32]=[C:31](C=O)[N:30]=[CH:29]1.[C:35](O[BH-](OC(=O)C)OC(=O)C)(=O)C.[Na+]. (4) The reactants are: [OH:1][CH:2]1[CH:7]([C:8]2[CH:13]=[CH:12][C:11]([O:14][CH2:15][CH2:16][CH2:17][O:18][CH2:19][C:20]3[CH:25]=[CH:24][CH:23]=[CH:22][C:21]=3[O:26][CH3:27])=[CH:10][CH:9]=2)[CH2:6][CH2:5][N:4]([C:28]([O:30][C:31]([CH3:34])([CH3:33])[CH3:32])=[O:29])[CH2:3]1.Cl[CH2:36][C:37]1[C:42]2[N:43]([CH2:49][O:50][CH2:51][CH2:52][Si:53]([CH3:56])([CH3:55])[CH3:54])[C:44](=[O:48])[CH2:45][CH2:46][CH2:47][C:41]=2[CH:40]=[CH:39][CH:38]=1. Given the product [CH3:27][O:26][C:21]1[CH:22]=[CH:23][CH:24]=[CH:25][C:20]=1[CH2:19][O:18][CH2:17][CH2:16][CH2:15][O:14][C:11]1[CH:12]=[CH:13][C:8]([CH:7]2[CH2:6][CH2:5][N:4]([C:28]([O:30][C:31]([CH3:34])([CH3:33])[CH3:32])=[O:29])[CH2:3][CH:2]2[O:1][CH2:36][C:37]2[C:42]3[N:43]([CH2:49][O:50][CH2:51][CH2:52][Si:53]([CH3:54])([CH3:56])[CH3:55])[C:44](=[O:48])[CH2:45][CH2:46][CH2:47][C:41]=3[CH:40]=[CH:39][CH:38]=2)=[CH:9][CH:10]=1, predict the reactants needed to synthesize it. (5) Given the product [Cl:14][C:15]1[N:16]=[N:17][C:18]([N:4]2[CH2:5][CH2:6][N:1]([C:7]([O:9][C:10]([CH3:13])([CH3:12])[CH3:11])=[O:8])[CH2:2][CH2:3]2)=[CH:19][CH:20]=1, predict the reactants needed to synthesize it. The reactants are: [N:1]1([C:7]([O:9][C:10]([CH3:13])([CH3:12])[CH3:11])=[O:8])[CH2:6][CH2:5][NH:4][CH2:3][CH2:2]1.[Cl:14][C:15]1[N:16]=[N:17][C:18](Cl)=[CH:19][CH:20]=1.CCN(C(C)C)C(C)C. (6) The reactants are: [OH:1][C:2]1[CH:7]=[CH:6][C:5]([CH2:8][CH2:9][CH:10]=O)=[CH:4][C:3]=1[O:12][CH3:13].[CH3:14][CH2:15][CH2:16][NH:17][C@@H:18]1[CH2:27][C:22]2[S:23][C:24]([NH2:26])=[N:25][C:21]=2[CH2:20][CH2:19]1.[BH-](OC(C)=O)(OC(C)=O)OC(C)=O.[Na+]. Given the product [NH2:26][C:24]1[S:23][C:22]2[CH2:27][CH:18]([N:17]([CH2:16][CH2:15][CH3:14])[CH2:10][CH2:9][CH2:8][C:5]3[CH:6]=[CH:7][C:2]([OH:1])=[C:3]([O:12][CH3:13])[CH:4]=3)[CH2:19][CH2:20][C:21]=2[N:25]=1, predict the reactants needed to synthesize it. (7) Given the product [Br:18][C:19]1[CH:27]=[CH:26][C:22]2[C:23](=[O:24])[N:2]=[C:1]([C:3]3[CH:8]=[C:7]([CH2:9][CH2:10][C:11]([O:13][C:14]([CH3:17])([CH3:16])[CH3:15])=[O:12])[CH:6]=[CH:5][N:4]=3)[S:28][C:21]=2[CH:20]=1, predict the reactants needed to synthesize it. The reactants are: [C:1]([C:3]1[CH:8]=[C:7]([CH2:9][CH2:10][C:11]([O:13][C:14]([CH3:17])([CH3:16])[CH3:15])=[O:12])[CH:6]=[CH:5][N:4]=1)#[N:2].[Br:18][C:19]1[CH:20]=[C:21]([SH:28])[C:22](=[CH:26][CH:27]=1)[C:23](O)=[O:24]. (8) Given the product [Cl:20][C:17]1[CH:18]=[CH:19][C:14]([CH:7]([NH:6][C:4]([CH2:3][NH:2][C:28](=[O:29])[C:27]2[CH:31]=[CH:32][C:24]([O:23][CH:22]([F:21])[F:33])=[CH:25][CH:26]=2)=[O:5])[C:8]2[CH:13]=[CH:12][CH:11]=[CH:10][CH:9]=2)=[CH:15][CH:16]=1, predict the reactants needed to synthesize it. The reactants are: Cl.[NH2:2][CH2:3][C:4]([NH:6][CH:7]([C:14]1[CH:19]=[CH:18][C:17]([Cl:20])=[CH:16][CH:15]=1)[C:8]1[CH:13]=[CH:12][CH:11]=[CH:10][CH:9]=1)=[O:5].[F:21][CH:22]([F:33])[O:23][C:24]1[CH:32]=[CH:31][C:27]([C:28](O)=[O:29])=[CH:26][CH:25]=1. (9) Given the product [O:12]=[C:10]([C:13]1[S:14][CH:15]=[CH:16][CH:17]=1)[CH:11]=[O:3], predict the reactants needed to synthesize it. The reactants are: C(C1C=CC=CC=1)(=[O:3])C.[C:10]([C:13]1[S:14][CH:15]=[CH:16][CH:17]=1)(=[O:12])[CH3:11].